This data is from Catalyst prediction with 721,799 reactions and 888 catalyst types from USPTO. The task is: Predict which catalyst facilitates the given reaction. (1) Reactant: [Cl:1][C:2]1[CH:7]=[C:6](Cl)[C:5]([CH3:9])=[CH:4][N:3]=1.[OH-:10].[Na+].[CH3:12]O. Product: [Cl:1][C:2]1[CH:7]=[C:6]([O:10][CH3:12])[C:5]([CH3:9])=[CH:4][N:3]=1. The catalyst class is: 6. (2) Reactant: [CH2:1]([O:5][CH2:6][CH2:7][O:8][C:9]1[CH:14]=[CH:13][C:12]([C:15]2[CH:20]=[CH:19][C:18]([N:21]([CH2:23][CH:24]([CH3:26])[CH3:25])[CH3:22])=[C:17](/[CH:27]=[CH:28]/[C:29]([O:31]CC)=[O:30])[CH:16]=2)=[CH:11][CH:10]=1)[CH2:2][CH2:3][CH3:4].[OH-].[Na+].Cl. Product: [CH2:1]([O:5][CH2:6][CH2:7][O:8][C:9]1[CH:14]=[CH:13][C:12]([C:15]2[CH:20]=[CH:19][C:18]([N:21]([CH2:23][CH:24]([CH3:26])[CH3:25])[CH3:22])=[C:17](/[CH:27]=[CH:28]/[C:29]([OH:31])=[O:30])[CH:16]=2)=[CH:11][CH:10]=1)[CH2:2][CH2:3][CH3:4]. The catalyst class is: 219. (3) Reactant: [C:1]([C:3]1[CH:11]=[C:10]2[C:6]([C:7](/[CH:12]=[CH:13]/[C:14]3[CH:23]=[CH:22][C:17]([C:18]([O:20]C)=[O:19])=[CH:16][CH:15]=3)=[N:8][NH:9]2)=[CH:5][CH:4]=1)#[N:2].[OH-].[Na+].C1COCC1. Product: [C:1]([C:3]1[CH:11]=[C:10]2[C:6]([C:7](/[CH:12]=[CH:13]/[C:14]3[CH:23]=[CH:22][C:17]([C:18]([OH:20])=[O:19])=[CH:16][CH:15]=3)=[N:8][NH:9]2)=[CH:5][CH:4]=1)#[N:2]. The catalyst class is: 5. (4) Reactant: Cl[CH2:2][CH2:3][CH2:4][C:5]1[N:17]=[C:16]2[N:7]([C:8]([NH2:20])=[N:9][C:10]3[C:11]([O:18][CH3:19])=[CH:12][CH:13]=[CH:14][C:15]=32)[N:6]=1.[N:21]1[CH:26]=[CH:25][CH:24]=[C:23]2[CH2:27][NH:28][CH2:29][C:22]=12. Product: [N:21]1[CH:26]=[CH:25][CH:24]=[C:23]2[CH2:27][N:28]([CH2:2][CH2:3][CH2:4][C:5]3[N:17]=[C:16]4[N:7]([C:8]([NH2:20])=[N:9][C:10]5[C:11]([O:18][CH3:19])=[CH:12][CH:13]=[CH:14][C:15]=54)[N:6]=3)[CH2:29][C:22]=12. The catalyst class is: 85. (5) Reactant: [C:1]([NH:4][C:5]([CH2:16][C:17]([C:19]1[CH:24]=[CH:23][C:22]([S:25][C:26]2[CH:31]=[CH:30][C:29]([C:32](=O)[CH2:33][O:34][C:35](=O)[CH2:36][CH2:37][CH3:38])=[CH:28][CH:27]=2)=[CH:21][CH:20]=1)=[O:18])([C:11]([O:13][CH2:14][CH3:15])=[O:12])[C:6]([O:8][CH2:9][CH3:10])=[O:7])(=[O:3])[CH3:2].C([NH2:44])(=O)C.B(F)(F)F.CCOCC. Product: [C:1]([NH:4][C:5]([CH2:16][C:17](=[O:18])[C:19]1[CH:20]=[CH:21][C:22]([S:25][C:26]2[CH:27]=[CH:28][C:29]([C:32]3[N:44]=[C:35]([CH2:36][CH2:37][CH3:38])[O:34][CH:33]=3)=[CH:30][CH:31]=2)=[CH:23][CH:24]=1)([C:11]([O:13][CH2:14][CH3:15])=[O:12])[C:6]([O:8][CH2:9][CH3:10])=[O:7])(=[O:3])[CH3:2]. The catalyst class is: 113. (6) Reactant: [O:1]=[C:2](O)[C@@H:3]([C@H:5]([C@@H:7]([C@@H:9]([CH2:11][OH:12])[OH:10])[OH:8])[OH:6])[OH:4].C([NH:21][NH2:22])(OC(C)(C)C)=O. Product: [O:1]=[C:2]([NH:21][NH2:22])[C@@H:3]([C@H:5]([C@@H:7]([C@@H:9]([CH2:11][OH:12])[OH:10])[OH:8])[OH:6])[OH:4]. The catalyst class is: 5. (7) The catalyst class is: 31. Product: [CH3:1][CH:2]1[CH2:7][CH2:6][N:5]([C:8]2[CH:13]=[C:12]([CH:14]3[CH2:19][CH2:18][N:17]([C:37]([C:38]4[CH:39]=[N:40][CH:41]=[CH:42][CH:43]=4)=[O:44])[CH2:16][CH2:15]3)[CH:11]=[CH:10][C:9]=2[NH:20][C:21]([C:23]2[NH:24][CH:25]=[C:26]([C:28]#[N:29])[CH:27]=2)=[O:22])[CH2:4][CH2:3]1. Reactant: [CH3:1][CH:2]1[CH2:7][CH2:6][N:5]([C:8]2[CH:13]=[C:12]([CH:14]3[CH2:19][CH2:18][NH:17][CH2:16][CH2:15]3)[CH:11]=[CH:10][C:9]=2[NH:20][C:21]([C:23]2[NH:24][CH:25]=[C:26]([C:28]#[N:29])[CH:27]=2)=[O:22])[CH2:4][CH2:3]1.FC(F)(F)C(O)=O.[C:37](Cl)(=[O:44])[C:38]1[CH:43]=[CH:42][CH:41]=[N:40][CH:39]=1.C([O-])([O-])=O.[Na+].[Na+]. (8) Product: [F:13][C:14]([F:27])([F:26])[S:15]([O:1][C:2]1[CH:11]=[C:10]2[C:5]([C:6](=[O:12])[CH2:7][CH2:8][O:9]2)=[CH:4][CH:3]=1)(=[O:17])=[O:16]. Reactant: [OH:1][C:2]1[CH:11]=[C:10]2[C:5]([C:6](=[O:12])[CH2:7][CH2:8][O:9]2)=[CH:4][CH:3]=1.[F:13][C:14]([F:27])([F:26])[S:15](O[S:15]([C:14]([F:27])([F:26])[F:13])(=[O:17])=[O:16])(=[O:17])=[O:16]. The catalyst class is: 17. (9) Reactant: [Cl:1][C:2]1[CH:3]=[C:4]([C:8]2[C:13]([O:14][CH3:15])=[CH:12][CH:11]=[C:10]([CH2:16][C:17]3[CH:18]=[CH:19][C:20]([CH:23]([NH2:25])[CH3:24])=[N:21][CH:22]=3)[C:9]=2[F:26])[CH:5]=[CH:6][CH:7]=1.O1CCOCC1.[ClH:33]. Product: [ClH:1].[ClH:33].[Cl:1][C:2]1[CH:3]=[C:4]([C:8]2[C:13]([O:14][CH3:15])=[CH:12][CH:11]=[C:10]([CH2:16][C:17]3[CH:18]=[CH:19][C:20]([CH:23]([NH2:25])[CH3:24])=[N:21][CH:22]=3)[C:9]=2[F:26])[CH:5]=[CH:6][CH:7]=1. The catalyst class is: 27.